From a dataset of Full USPTO retrosynthesis dataset with 1.9M reactions from patents (1976-2016). Predict the reactants needed to synthesize the given product. (1) Given the product [CH3:22][C:17]1[CH:18]=[CH:19][CH:20]=[CH:21][C:16]=1[CH2:15][NH:12][C:13]([N:4]1[C:5]2=[N:6][CH:7]=[CH:8][CH:9]=[C:10]2[N:2]([CH3:1])[C:3]1=[O:11])=[O:14], predict the reactants needed to synthesize it. The reactants are: [CH3:1][N:2]1[C:10]2[C:5](=[N:6][CH:7]=[CH:8][CH:9]=2)[NH:4][C:3]1=[O:11].[N:12]([CH2:15][C:16]1[CH:21]=[CH:20][CH:19]=[CH:18][C:17]=1[CH3:22])=[C:13]=[O:14]. (2) Given the product [C:2]1([C:1]([N:42]2[CH2:43][CH2:44][CH:39]([C:37]3[O:36][N:35]=[C:34]([C:30]4[S:29][CH:33]=[CH:32][CH:31]=4)[N:38]=3)[CH2:40][CH2:41]2)=[O:9])[CH:3]=[CH:4][CH:5]=[CH:6][CH:7]=1, predict the reactants needed to synthesize it. The reactants are: [C:1]([OH:9])(=O)[C:2]1[CH:7]=[CH:6][CH:5]=[CH:4][CH:3]=1.CCN=C=NCCCN(C)C.C(N(CC)CC)C.Cl.[S:29]1[CH:33]=[CH:32][CH:31]=[C:30]1[C:34]1[N:38]=[C:37]([CH:39]2[CH2:44][CH2:43][NH2+:42][CH2:41][CH2:40]2)[O:36][N:35]=1.